Dataset: HIV replication inhibition screening data with 41,000+ compounds from the AIDS Antiviral Screen. Task: Binary Classification. Given a drug SMILES string, predict its activity (active/inactive) in a high-throughput screening assay against a specified biological target. (1) The molecule is COc1cc2oc(-c3ccc(O)cc3)cc(=O)c2c(OC)c1OC. The result is 1 (active). (2) The molecule is Oc1ccccc1C=NN1C(=S)N(c2ccccc2)C(=Nc2ccccc2)C1=Nc1ccccc1. The result is 0 (inactive). (3) The compound is Cc1c(C2=NN=C(N=Nc3c(O)cccc3O)C2=Cc2ccccc2)c(=O)n(-c2ccccc2)n1C. The result is 0 (inactive). (4) The drug is N#CC1=C(S)N(C2OC(CO)C(O)C(O)C2O)C(c2ccccc2)=CC1c1ccccc1. The result is 0 (inactive). (5) The drug is CCCCCCCCC(=O)NCCCNCCCNC(=O)CCCCCCCC. The result is 0 (inactive). (6) The molecule is CCOC1OC(CO[Si](C)(C)C(C)(C)C)C(O)CC1n1ccc(=O)[nH]c1=O. The result is 0 (inactive). (7) The drug is COc1ccc(Nc2nc3ccc(C(F)(F)F)cc3nc2-c2ccccc2)cc1OC. The result is 0 (inactive). (8) The result is 0 (inactive). The drug is COc1cc(O)cc2c1C(=O)C(C)O2. (9) The compound is CCCCNC(C)(C)C(SSSC(c1ccco1)C(C)(C)NCCCC)c1ccco1. The result is 0 (inactive). (10) The compound is Cc1csc2nc(=N[N+](=O)[O-])sn12. The result is 0 (inactive).